The task is: Predict the product of the given reaction.. This data is from Forward reaction prediction with 1.9M reactions from USPTO patents (1976-2016). (1) The product is: [CH2:34]([N:32]1[N:31]=[N:30][C:29]([C:26]2[CH:27]=[CH:28][C:23]([CH2:22][N:1]3[CH2:2][CH2:3][CH:4]([C:5]([O:7][CH2:8][CH3:9])=[O:6])[CH2:10][CH2:11]3)=[CH:24][CH:25]=2)=[N:33]1)[CH3:35]. Given the reactants [NH:1]1[CH2:11][CH2:10][CH:4]([C:5]([O:7][CH2:8][CH3:9])=[O:6])[CH2:3][CH2:2]1.C(N(CC)C(C)C)(C)C.Br[CH2:22][C:23]1[CH:28]=[CH:27][C:26]([C:29]2[N:30]=[N:31][N:32]([CH2:34][CH3:35])[N:33]=2)=[CH:25][CH:24]=1, predict the reaction product. (2) Given the reactants [CH3:1][C:2]1[CH:7]=[C:6]([C:8]([N:10]2[C:16]3[CH:17]=[CH:18][CH:19]=[CH:20][C:15]=3[CH2:14][N:13]3[C:21]([C:24]([OH:26])=O)=[CH:22][CH:23]=[C:12]3[CH2:11]2)=[O:9])[CH:5]=[CH:4][C:3]=1[C:27]1[CH:32]=[CH:31][CH:30]=[CH:29][C:28]=1[C:33]([F:36])([F:35])[F:34].C(N1C=CN=C1)(N1C=CN=C1)=O.C(=O)(O)O.[NH2:53][C:54]([NH2:56])=[NH:55], predict the reaction product. The product is: [CH3:1][C:2]1[CH:7]=[C:6]([C:8]([N:10]2[C:16]3[CH:17]=[CH:18][CH:19]=[CH:20][C:15]=3[CH2:14][N:13]3[C:21]([C:24]([NH:55][C:54]([NH2:56])=[NH:53])=[O:26])=[CH:22][CH:23]=[C:12]3[CH2:11]2)=[O:9])[CH:5]=[CH:4][C:3]=1[C:27]1[CH:32]=[CH:31][CH:30]=[CH:29][C:28]=1[C:33]([F:36])([F:35])[F:34]. (3) Given the reactants N#N.[NH:3]1[C:7]2[CH:8]=[CH:9][CH:10]=[CH:11][C:6]=2[N:5]=[C:4]1[CH:12]([NH2:24])[CH2:13][C:14]1[CH:19]=[CH:18][C:17]([C:20]([F:23])([F:22])[CH3:21])=[CH:16][CH:15]=1.[C:25](N1C=CN=C1)(N1C=CN=C1)=[O:26].O, predict the reaction product. The product is: [F:22][C:20]([C:17]1[CH:18]=[CH:19][C:14]([CH2:13][CH:12]2[C:4]3=[N:5][C:6]4[CH:11]=[CH:10][CH:9]=[CH:8][C:7]=4[N:3]3[C:25](=[O:26])[NH:24]2)=[CH:15][CH:16]=1)([F:23])[CH3:21]. (4) Given the reactants C([O:3][CH2:4][CH2:5][N:6]1[C:10]2[CH:11]=[CH:12][CH:13]=[CH:14][C:9]=2[N:8]=[C:7]1[C:15]([N:17]([CH2:39][CH:40]([CH3:42])[CH3:41])[C@H:18]1[CH2:23][C@@H:22]([C:24]([N:26]2[CH2:31][CH2:30][O:29][CH2:28][CH2:27]2)=[O:25])[CH2:21][N:20](C(OC(C)(C)C)=O)[CH2:19]1)=[O:16])=C.C([Zn]CC)C.CCC[CH2:51][CH2:52][CH3:53].ICI.[Cl:57]CCl, predict the reaction product. The product is: [ClH:57].[ClH:57].[CH:51]1([O:3][CH2:4][CH2:5][N:6]2[C:10]3[CH:11]=[CH:12][CH:13]=[CH:14][C:9]=3[N:8]=[C:7]2[C:15]([N:17]([CH2:39][CH:40]([CH3:41])[CH3:42])[C@H:18]2[CH2:23][C@@H:22]([C:24]([N:26]3[CH2:27][CH2:28][O:29][CH2:30][CH2:31]3)=[O:25])[CH2:21][NH:20][CH2:19]2)=[O:16])[CH2:52][CH2:53]1. (5) Given the reactants C1(P(C2CCCCC2)C2C=CC=CC=2C2C(OC)=CC=CC=2OC)CCCCC1.C(=O)([O-])[O-].[K+].[K+].[Br:36][C:37]1[CH:38]=[C:39]([CH:42]=[CH:43][C:44]=1Br)[CH:40]=[O:41].[C:46]([O:50][C:51](=[O:87])[NH:52][C@H:53]1[CH2:58][CH2:57][C@@H:56]([N:59]2[C:64](=[O:65])[C:63]3[CH:66]=[C:67]([F:70])[CH:68]=[N:69][C:62]=3[N:61]([C:71]3[CH:76]=[CH:75][CH:74]=[C:73](B4OC(C)(C)C(C)(C)O4)[CH:72]=3)[C:60]2=[O:86])[CH2:55][CH2:54]1)([CH3:49])([CH3:48])[CH3:47], predict the reaction product. The product is: [C:46]([O:50][C:51](=[O:87])[NH:52][C@H:53]1[CH2:58][CH2:57][C@@H:56]([N:59]2[C:64](=[O:65])[C:63]3[CH:66]=[C:67]([F:70])[CH:68]=[N:69][C:62]=3[N:61]([C:71]3[CH:76]=[C:75]([C:44]4[CH:43]=[CH:42][C:39]([CH:40]=[O:41])=[CH:38][C:37]=4[Br:36])[CH:74]=[CH:73][CH:72]=3)[C:60]2=[O:86])[CH2:55][CH2:54]1)([CH3:49])([CH3:47])[CH3:48].